Dataset: Forward reaction prediction with 1.9M reactions from USPTO patents (1976-2016). Task: Predict the product of the given reaction. (1) Given the reactants [Si]([O:8][CH:9]([C:22]1[O:23][C:24]([C:27]2[C:32]([CH3:33])=[CH:31][CH:30]=[CH:29][N:28]=2)=[CH:25][N:26]=1)[CH2:10][CH2:11][CH2:12][CH2:13][CH2:14][CH2:15][C:16]1[CH:21]=[CH:20][CH:19]=[CH:18][CH:17]=1)(C(C)(C)C)(C)C.[Si](OC(C1OC([Sn](CCCC)(CCCC)CCCC)=CN=1)CCCCCCC1C=CC=CC=1)(C(C)(C)C)(C)C.BrC1C(C)=CC=CN=1, predict the reaction product. The product is: [CH3:33][C:32]1[C:27]([C:24]2[O:23][C:22]([C:9](=[O:8])[CH2:10][CH2:11][CH2:12][CH2:13][CH2:14][CH2:15][C:16]3[CH:21]=[CH:20][CH:19]=[CH:18][CH:17]=3)=[N:26][CH:25]=2)=[N:28][CH:29]=[CH:30][CH:31]=1. (2) Given the reactants [F:1][C:2]1[CH:3]=[C:4]([CH:8]=[CH:9][C:10]=1[O:11][CH3:12])[C:5]([OH:7])=O.[C:13](Cl)(=O)[C:14](Cl)=O.Br[C:20]1[CH:25]=[CH:24][C:23]([NH:26][C:27](=[O:33])[O:28][C:29]([CH3:32])([CH3:31])[CH3:30])=[C:22]([N+:34]([O-])=O)[CH:21]=1, predict the reaction product. The product is: [F:1][C:2]1[CH:3]=[C:4]([CH:8]=[CH:9][C:10]=1[O:11][CH3:12])[C:5]([NH:34][C:22]1[CH:21]=[C:20]([C:14]2[CH:13]=[CH:27][N:26]=[CH:23][CH:22]=2)[CH:25]=[CH:24][C:23]=1[NH:26][C:27](=[O:33])[O:28][C:29]([CH3:32])([CH3:31])[CH3:30])=[O:7].